This data is from Catalyst prediction with 721,799 reactions and 888 catalyst types from USPTO. The task is: Predict which catalyst facilitates the given reaction. (1) Reactant: [N:1]#[C:2][NH2:3].C[O-].[Na+].[Cl:7][C:8]1[CH:13]=[C:12]([N:14]=[C:15]=[S:16])[CH:11]=[C:10]([Cl:17])[C:9]=1[S:18][C:19]1[CH:24]=[CH:23][CH:22]=[CH:21][CH:20]=1.[N-]=[C:26]=S.IC. Product: [C:2](/[N:3]=[C:15](\[S:16][CH3:26])/[NH:14][C:12]1[CH:11]=[C:10]([Cl:17])[C:9]([S:18][C:19]2[CH:20]=[CH:21][CH:22]=[CH:23][CH:24]=2)=[C:8]([Cl:7])[CH:13]=1)#[N:1]. The catalyst class is: 224. (2) Reactant: [F:1][C:2]1[CH:9]=[CH:8][C:7]([F:10])=[CH:6][C:3]=1[CH:4]=O.[NH2:11][C:12]1[C:13]2[C:20]([C:21]([C:23]3[CH:28]=[CH:27][CH:26]=[C:25]([NH2:29])[CH:24]=3)=[O:22])=[CH:19][N:18]([CH:30]3[CH2:34][CH2:33][CH2:32][CH2:31]3)[C:14]=2[N:15]=[CH:16][N:17]=1.CC(O)=O.[BH3-]C#N.[Na+]. Product: [NH2:11][C:12]1[C:13]2[C:20]([C:21]([C:23]3[CH:28]=[CH:27][CH:26]=[C:25]([NH:29][CH2:4][C:3]4[CH:6]=[C:7]([F:10])[CH:8]=[CH:9][C:2]=4[F:1])[CH:24]=3)=[O:22])=[CH:19][N:18]([CH:30]3[CH2:31][CH2:32][CH2:33][CH2:34]3)[C:14]=2[N:15]=[CH:16][N:17]=1. The catalyst class is: 5.